From a dataset of Peptide-MHC class I binding affinity with 185,985 pairs from IEDB/IMGT. Regression. Given a peptide amino acid sequence and an MHC pseudo amino acid sequence, predict their binding affinity value. This is MHC class I binding data. (1) The MHC is HLA-B44:02 with pseudo-sequence HLA-B44:02. The peptide sequence is EYRKILRQR. The binding affinity (normalized) is 0. (2) The peptide sequence is AQCFKMFYK. The MHC is HLA-A11:01 with pseudo-sequence HLA-A11:01. The binding affinity (normalized) is 0.915. (3) The peptide sequence is DTSPTKRCR. The MHC is HLA-A11:01 with pseudo-sequence HLA-A11:01. The binding affinity (normalized) is 0. (4) The peptide sequence is YQLWTALISL. The binding affinity (normalized) is 0.570. The MHC is HLA-A02:17 with pseudo-sequence HLA-A02:17. (5) The peptide sequence is EIVDLMCHA. The MHC is HLA-A68:02 with pseudo-sequence HLA-A68:02. The binding affinity (normalized) is 0.650. (6) The peptide sequence is HPALVFDITK. The MHC is HLA-A11:01 with pseudo-sequence HLA-A11:01. The binding affinity (normalized) is 0.375. (7) The MHC is HLA-A68:02 with pseudo-sequence HLA-A68:02. The binding affinity (normalized) is 0.0847. The peptide sequence is SYLKPHIFE. (8) The peptide sequence is FVYSVSFHK. The MHC is HLA-C04:01 with pseudo-sequence HLA-C04:01. The binding affinity (normalized) is 0.213. (9) The peptide sequence is QTDPLWQKY. The MHC is SLA-10401 with pseudo-sequence SLA-10401. The binding affinity (normalized) is 0.723. (10) The peptide sequence is IEDDEIIWV. The MHC is HLA-B51:01 with pseudo-sequence HLA-B51:01. The binding affinity (normalized) is 0.0847.